From a dataset of Full USPTO retrosynthesis dataset with 1.9M reactions from patents (1976-2016). Predict the reactants needed to synthesize the given product. (1) Given the product [CH3:24][CH:12]([CH2:13][CH2:14][CH:15]=[C:16]([CH3:23])[CH2:17][CH2:18][CH:19]=[C:20]([CH3:22])[CH3:21])[CH2:11][CH:5]=[C:6]([N+:8]([O-:10])=[O:9])[CH3:7], predict the reactants needed to synthesize it. The reactants are: C(O[CH:5]([CH2:11][CH:12]([CH3:24])[CH2:13][CH2:14][CH:15]=[C:16]([CH3:23])[CH2:17][CH2:18][CH:19]=[C:20]([CH3:22])[CH3:21])[CH:6]([N+:8]([O-:10])=[O:9])[CH3:7])(=O)C.CC(C)([O-])C.[K+].CCOCC.O. (2) Given the product [CH2:20]([O:22][C:23]1[CH:28]=[CH:27][CH:26]=[CH:25][C:24]=1[C:2]1[N:3]=[C:4]2[C:10]3[CH:11]=[CH:12][C:13]([C:15]([O:17][CH3:18])=[O:16])=[CH:14][C:9]=3[O:8][CH2:7][CH2:6][N:5]2[CH:19]=1)[CH3:21], predict the reactants needed to synthesize it. The reactants are: I[C:2]1[N:3]=[C:4]2[C:10]3[CH:11]=[CH:12][C:13]([C:15]([O:17][CH3:18])=[O:16])=[CH:14][C:9]=3[O:8][CH2:7][CH2:6][N:5]2[CH:19]=1.[CH2:20]([O:22][C:23]1[CH:28]=[CH:27][CH:26]=[CH:25][C:24]=1B(O)O)[CH3:21].C(#N)C. (3) Given the product [CH3:4][C:3]([NH:6][C:7](=[O:13])[O:8][C:9]([CH3:12])([CH3:11])[CH3:10])([C:2]1[CH:21]=[C:20]([Si:17]([CH3:19])([CH3:18])[CH3:16])[O:15][N:14]=1)[CH3:5], predict the reactants needed to synthesize it. The reactants are: Cl/[C:2](=[N:14]\[OH:15])/[C:3]([NH:6][C:7](=[O:13])[O:8][C:9]([CH3:12])([CH3:11])[CH3:10])([CH3:5])[CH3:4].[CH3:16][Si:17]([C:20]#[CH:21])([CH3:19])[CH3:18]. (4) Given the product [N:40]1([CH2:13][C:12]2[C:8]([C:5]3[CH:6]=[CH:7][C:2]([F:1])=[CH:3][CH:4]=3)=[N:9][N:10]([C:15]3[CH:20]=[CH:19][N:18]=[C:17]([NH:21][C:22]4[C:23]([O:37][CH3:38])=[CH:24][C:25]([N:31]5[CH2:36][CH2:35][O:34][CH2:33][CH2:32]5)=[C:26]([NH:28][C:23](=[O:37])[CH:22]=[CH2:27])[CH:27]=4)[N:16]=3)[CH:11]=2)[CH2:43][CH2:42][CH2:41]1, predict the reactants needed to synthesize it. The reactants are: [F:1][C:2]1[CH:7]=[CH:6][C:5]([C:8]2[C:12]([CH:13]=O)=[CH:11][N:10]([C:15]3[CH:20]=[CH:19][N:18]=[C:17]([NH:21][C:22]4[CH:27]=[C:26]([N+:28]([O-])=O)[C:25]([N:31]5[CH2:36][CH2:35][O:34][CH2:33][CH2:32]5)=[CH:24][C:23]=4[O:37][CH3:38])[N:16]=3)[N:9]=2)=[CH:4][CH:3]=1.Cl.[NH:40]1[CH2:43][CH2:42][CH2:41]1. (5) The reactants are: [N+:1]([C:4]1[CH:9]=[CH:8][CH:7]=[CH:6][C:5]=1[C:10]1[CH:15]=[CH:14][CH:13]=[CH:12][CH:11]=1)([O-:3])=[O:2].[Br:16]Br.S(=O)(=O)(O)[O-].[Na+]. Given the product [Br:16][C:13]1[CH:12]=[CH:11][C:10]([C:5]2[CH:6]=[CH:7][CH:8]=[CH:9][C:4]=2[N+:1]([O-:3])=[O:2])=[CH:15][CH:14]=1, predict the reactants needed to synthesize it. (6) Given the product [C@@H:16]1([C@:34]2([C@H:36]([CH2:38][OH:39])[OH:37])[O:35][C:29](=[O:28])[C:30]([OH:31])=[C:32]2[OH:33])[O:15][C@H:14]([CH2:22][OH:23])[C@@H:13]([OH:12])[C@H:18]([OH:19])[C@H:17]1[OH:20], predict the reactants needed to synthesize it. The reactants are: C([O-])(=O)C.[CH2:22]([OH:23])[C@H:14]1[O:15][C@@H:16]([O:12][C@H:13]2[C@H:18]([OH:19])[C@@H:17]([OH:20])[C@H:16](O)[O:15][C@@H:14]2[CH2:22][OH:23])[C@H:17]([OH:20])[C@@H:18]([OH:19])[C@@H:13]1[OH:12].[O:28]=[C:29]1[O:35][C@H:34]([C@H:36]([CH2:38][OH:39])[OH:37])[C:32]([OH:33])=[C:30]1[OH:31].